This data is from Forward reaction prediction with 1.9M reactions from USPTO patents (1976-2016). The task is: Predict the product of the given reaction. (1) Given the reactants [CH:1]([N:4]([C:20](=[O:39])/[CH:21]=[CH:22]/[C:23]1[C:31]2[C:26](=[CH:27][CH:28]=[CH:29][CH:30]=2)[N:25]([C:32]([O:34][C:35]([CH3:38])([CH3:37])[CH3:36])=[O:33])[CH:24]=1)[NH:5][C:6](=[O:19])[C:7]1[CH:12]=[CH:11][CH:10]=[C:9]([O:13][CH2:14][C:15]([O:17]C)=[O:16])[CH:8]=1)([CH3:3])[CH3:2].[OH-].[Li+], predict the reaction product. The product is: [C:35]([O:34][C:32]([N:25]1[C:26]2[C:31](=[CH:30][CH:29]=[CH:28][CH:27]=2)[C:23](/[CH:22]=[CH:21]/[C:20]([N:4]([CH:1]([CH3:3])[CH3:2])[NH:5][C:6]([C:7]2[CH:8]=[C:9]([CH:10]=[CH:11][CH:12]=2)[O:13][CH2:14][C:15]([OH:17])=[O:16])=[O:19])=[O:39])=[CH:24]1)=[O:33])([CH3:37])([CH3:38])[CH3:36]. (2) Given the reactants [CH:1]1[CH:6]=[CH:5][C:4]([CH:7]([OH:13])[CH:8]([NH2:12])[C:9]([OH:11])=[O:10])=[CH:3][CH:2]=1.[C:14]([O:18][C:19](=[O:25])[CH2:20][CH2:21][C:22](O)=O)([CH3:17])([CH3:16])[CH3:15], predict the reaction product. The product is: [C:14]([O:18][C:19]([CH2:20][CH2:21][C:22]1[O:13][C:7]([C:4]2[CH:3]=[CH:2][CH:1]=[CH:6][CH:5]=2)=[C:8]([C:9]([OH:11])=[O:10])[N:12]=1)=[O:25])([CH3:17])([CH3:16])[CH3:15].